Dataset: Forward reaction prediction with 1.9M reactions from USPTO patents (1976-2016). Task: Predict the product of the given reaction. (1) Given the reactants [NH2:1][C:2]1[CH:7]=[CH:6][C:5]([CH2:8][C:9]([OH:11])=[O:10])=[CH:4][C:3]=1[I:12].[CH3:13]O.Cl, predict the reaction product. The product is: [NH2:1][C:2]1[CH:7]=[CH:6][C:5]([CH2:8][C:9]([O:11][CH3:13])=[O:10])=[CH:4][C:3]=1[I:12]. (2) Given the reactants [CH2:1]([N:5]1[CH:9]=[CH:8][N:7]=[CH:6]1)[CH2:2][CH2:3][CH3:4].[Br:10][CH2:11][CH2:12][CH2:13][CH2:14][CH2:15][CH2:16][CH2:17][CH2:18][CH2:19][CH2:20][CH2:21][CH2:22][CH2:23][CH2:24][CH2:25][CH3:26], predict the reaction product. The product is: [Br-:10].[CH2:1]([N+:5]1[CH:9]=[CH:8][N:7]([CH2:26][CH2:25][CH2:24][CH2:23][CH2:22][CH2:21][CH2:20][CH2:19][CH2:18][CH2:17][CH2:16][CH2:15][CH2:14][CH2:13][CH2:12][CH3:11])[CH:6]=1)[CH2:2][CH2:3][CH3:4]. (3) Given the reactants [F:1][C:2]1[CH:7]=[C:6]([I:8])[CH:5]=[CH:4][C:3]=1[NH:9][C:10]1[CH:18]=[N:17][CH:16]=[CH:15][C:11]=1[C:12]([OH:14])=O.[N:19]1([CH2:25][CH2:26][NH2:27])[CH2:24][CH2:23][O:22][CH2:21][CH2:20]1, predict the reaction product. The product is: [F:1][C:2]1[CH:7]=[C:6]([I:8])[CH:5]=[CH:4][C:3]=1[NH:9][C:10]1[CH:18]=[N:17][CH:16]=[CH:15][C:11]=1[C:12]([NH:27][CH2:26][CH2:25][N:19]1[CH2:24][CH2:23][O:22][CH2:21][CH2:20]1)=[O:14].